From a dataset of Full USPTO retrosynthesis dataset with 1.9M reactions from patents (1976-2016). Predict the reactants needed to synthesize the given product. (1) Given the product [N:19]1[C:20]2[C:21](=[N:22][CH:23]=[CH:24][CH:25]=2)[N:17]([C:13]2[CH:12]=[C:11]3[C:16](=[CH:15][CH:14]=2)[CH:8]([C:6]([OH:7])=[O:5])[CH2:9][CH2:10]3)[CH:18]=1, predict the reactants needed to synthesize it. The reactants are: [Li+].[OH-].C([O:5][C:6]([CH:8]1[C:16]2[C:11](=[CH:12][C:13]([N:17]3[C:21]4=[N:22][CH:23]=[CH:24][CH:25]=[C:20]4[N:19]=[CH:18]3)=[CH:14][CH:15]=2)[CH2:10][CH2:9]1)=[O:7])C.[OH-].[Na+].Cl. (2) Given the product [Cl:25][C:16]1[CH:17]=[CH:18][C:19]([C:21]([F:22])([F:23])[F:24])=[CH:20][C:15]=1[C:5]1[NH:6][C:2]([C:29]2[CH:30]=[C:31]([NH:35][CH3:36])[N:32]=[CH:33][N:34]=2)=[CH:3][C:4]=1[C:26]#[N:27], predict the reactants needed to synthesize it. The reactants are: Br[C:2]1[N:6](COCC[Si](C)(C)C)[C:5]([C:15]2[CH:20]=[C:19]([C:21]([F:24])([F:23])[F:22])[CH:18]=[CH:17][C:16]=2[Cl:25])=[C:4]([C:26]#[N:27])[CH:3]=1.Cl[C:29]1[C:30]2C=[CH:36][N:35](COCC[Si](C)(C)C)[C:31]=2[N:32]=[CH:33][N:34]=1. (3) Given the product [O:26]=[C:18]1[C:19]2[CH:25]=[CH:24][CH:23]=[CH:22][C:20]=2[S:21][C:1]([C:3]2[CH:8]=[C:7](/[CH:9]=[CH:10]/[C:11]([O:13][C:14]([CH3:17])([CH3:16])[CH3:15])=[O:12])[CH:6]=[CH:5][N:4]=2)=[N:2]1, predict the reactants needed to synthesize it. The reactants are: [C:1]([C:3]1[CH:8]=[C:7](/[CH:9]=[CH:10]/[C:11]([O:13][C:14]([CH3:17])([CH3:16])[CH3:15])=[O:12])[CH:6]=[CH:5][N:4]=1)#[N:2].[C:18](OC)(=[O:26])[C:19]1[C:20](=[CH:22][CH:23]=[CH:24][CH:25]=1)[SH:21].C(N(CC)CC)C. (4) Given the product [CH2:1]([O:8][N:9]1[C:15](=[O:16])[N:14]2[CH2:17][CH:10]1[CH2:11][CH2:12][CH:13]2[C:18]([NH:23][N:22]([CH3:21])[C:24]([O:26][C:27]([CH3:30])([CH3:29])[CH3:28])=[O:25])=[O:20])[C:2]1[CH:3]=[CH:4][CH:5]=[CH:6][CH:7]=1, predict the reactants needed to synthesize it. The reactants are: [CH2:1]([O:8][N:9]1[C:15](=[O:16])[N:14]2[CH2:17][CH:10]1[CH2:11][CH2:12][CH:13]2[C:18]([OH:20])=O)[C:2]1[CH:7]=[CH:6][CH:5]=[CH:4][CH:3]=1.[CH3:21][N:22]([C:24]([O:26][C:27]([CH3:30])([CH3:29])[CH3:28])=[O:25])[NH2:23].[I-].ClC1C=CC=C[N+]=1C.C(=O)(O)[O-].[Na+]. (5) Given the product [C:12]([O:16][C:7](=[O:8])[NH:5][C:3](=[O:4])[CH2:2][Br:1])([CH3:15])([CH3:14])[CH3:13], predict the reactants needed to synthesize it. The reactants are: [Br:1][CH2:2][C:3]([NH2:5])=[O:4].C(Cl)(=O)[C:7](Cl)=[O:8].[C:12]([OH:16])([CH3:15])([CH3:14])[CH3:13].CCCCCCC. (6) Given the product [Cl:22][C:20]1[CH:19]=[CH:18][C:17]([O:23][C:24]([CH3:25])([CH3:26])[C:27]([NH:57][S:54]([CH2:52][CH3:53])(=[O:56])=[O:55])=[O:29])=[C:16]([CH:15]2[CH2:14][C:13](=[O:30])[NH:12][CH:11]([C:31]3[CH:36]=[C:35]([F:37])[CH:34]=[CH:33][C:32]=3[CH3:38])[C:10]32[C:5]2[C:6](=[CH:7][C:2]([Cl:1])=[CH:3][CH:4]=2)[NH:8][C:9]3=[O:39])[CH:21]=1, predict the reactants needed to synthesize it. The reactants are: [Cl:1][C:2]1[CH:7]=[C:6]2[NH:8][C:9](=[O:39])[C:10]3([CH:15]([C:16]4[CH:21]=[C:20]([Cl:22])[CH:19]=[CH:18][C:17]=4[O:23][C:24]([C:27]([OH:29])=O)([CH3:26])[CH3:25])[CH2:14][C:13](=[O:30])[NH:12][CH:11]3[C:31]3[CH:36]=[C:35]([F:37])[CH:34]=[CH:33][C:32]=3[CH3:38])[C:5]2=[CH:4][CH:3]=1.C1N=CN(C(N2C=NC=C2)=O)C=1.[CH2:52]([S:54]([NH2:57])(=[O:56])=[O:55])[CH3:53].[H-].[Na+].Cl. (7) Given the product [CH2:26]([O:28][C:29](=[O:38])[C:30]1[CH:35]=[CH:34][C:33]([CH2:36][O:23][C:4]2[CH:5]=[CH:6][C:7]([CH:8]([CH3:22])[C:9]([OH:21])([C:14]3[CH:19]=[CH:18][N:17]=[C:16]([CH3:20])[CH:15]=3)[C:10]([F:13])([F:11])[F:12])=[C:2]([Cl:1])[CH:3]=2)=[CH:32][CH:31]=1)[CH3:27], predict the reactants needed to synthesize it. The reactants are: [Cl:1][C:2]1[CH:3]=[C:4]([OH:23])[CH:5]=[CH:6][C:7]=1[CH:8]([CH3:22])[C:9]([OH:21])([C:14]1[CH:19]=[CH:18][N:17]=[C:16]([CH3:20])[CH:15]=1)[C:10]([F:13])([F:12])[F:11].[H-].[Na+].[CH2:26]([O:28][C:29](=[O:38])[C:30]1[CH:35]=[CH:34][C:33]([CH2:36]Br)=[CH:32][CH:31]=1)[CH3:27]. (8) Given the product [NH2:4][C:5]1[N:10]=[CH:9][N:8]=[C:7]2[N:11]([C@@H:33]3[CH2:37][CH2:36][N:35]([C:49](=[O:50])/[CH:48]=[CH:47]/[CH2:46][N:45]([CH3:52])[C:43](=[O:44])[O:42][C:38]([CH3:41])([CH3:39])[CH3:40])[CH2:34]3)[N:12]=[C:13]([C:14]3[CH:15]=[CH:16][C:17]([C:18](=[O:19])[NH:20][C:21]4[CH:26]=[C:25]([C:27]([F:28])([F:30])[F:29])[CH:24]=[CH:23][N:22]=4)=[CH:31][CH:32]=3)[C:6]=12, predict the reactants needed to synthesize it. The reactants are: Cl.Cl.Cl.[NH2:4][C:5]1[N:10]=[CH:9][N:8]=[C:7]2[N:11]([C@@H:33]3[CH2:37][CH2:36][NH:35][CH2:34]3)[N:12]=[C:13]([C:14]3[CH:32]=[CH:31][C:17]([C:18]([NH:20][C:21]4[CH:26]=[C:25]([C:27]([F:30])([F:29])[F:28])[CH:24]=[CH:23][N:22]=4)=[O:19])=[CH:16][CH:15]=3)[C:6]=12.[C:38]([O:42][C:43]([N:45]([CH3:52])[CH2:46]/[CH:47]=[CH:48]/[C:49](O)=[O:50])=[O:44])([CH3:41])([CH3:40])[CH3:39].